Dataset: Forward reaction prediction with 1.9M reactions from USPTO patents (1976-2016). Task: Predict the product of the given reaction. (1) Given the reactants [F:1][C@H:2]1[CH2:6][NH2+:5][C@@H:4]2[C@@H:7]([OH:10])[CH2:8][O:9][C@H:3]12.[Cl-].[CH3:12][CH:13]([CH3:41])[CH2:14][C@H:15]([NH:19][C@H:20]([C:25]1[CH:30]=[CH:29][C:28]([C:31]2[CH:36]=[CH:35][C:34]([S:37]([CH3:40])(=[O:39])=[O:38])=[CH:33][CH:32]=2)=[CH:27][CH:26]=1)[C:21]([F:24])([F:23])[F:22])[C:16](O)=[O:17].C1(N=C=NC2CCCCC2)CCCCC1.C(N(C(C)C)CC)(C)C, predict the reaction product. The product is: [F:1][C@H:2]1[CH2:6][N:5]([C:16](=[O:17])[C@@H:15]([NH:19][C@H:20]([C:25]2[CH:30]=[CH:29][C:28]([C:31]3[CH:36]=[CH:35][C:34]([S:37]([CH3:40])(=[O:39])=[O:38])=[CH:33][CH:32]=3)=[CH:27][CH:26]=2)[C:21]([F:24])([F:22])[F:23])[CH2:14][CH:13]([CH3:41])[CH3:12])[C@@H:4]2[C@@H:7]([OH:10])[CH2:8][O:9][C@H:3]12. (2) Given the reactants [CH3:1][O:2][C:3](=[O:34])[C@@H:4]([NH:16][C:17](=[O:33])[C:18]1[CH:23]=[CH:22][C:21]([C:24]#[C:25][C:26]#[C:27][CH2:28][C@@H:29]([OH:32])[CH2:30][OH:31])=[CH:20][CH:19]=1)[C:5]([NH:8]C(OC(C)(C)C)=O)([CH3:7])[CH3:6].CO.[ClH:37], predict the reaction product. The product is: [ClH:37].[NH2:8][C:5]([CH3:7])([CH3:6])[C@H:4]([NH:16][C:17](=[O:33])[C:18]1[CH:23]=[CH:22][C:21]([C:24]#[C:25][C:26]#[C:27][CH2:28][C@@H:29]([OH:32])[CH2:30][OH:31])=[CH:20][CH:19]=1)[C:3]([O:2][CH3:1])=[O:34]. (3) Given the reactants [CH:1]12[CH2:7][CH:4]([CH2:5][CH2:6]1)[CH:3]=[CH:2]2.[CH2:8]=[CH:9][C:10]1[CH:15]=[CH:14][CH:13]=[CH:12][CH:11]=1.[C:16]([O:20][CH3:21])(=[O:19])[CH:17]=[CH2:18].N(C(C)(C)C#N)=NC(C)(C)C#N.CC[Al](Cl)CC.CC[Al](Cl)Cl.Cl.CO, predict the reaction product. The product is: [CH:1]12[CH2:7][CH:4]([CH2:5][CH2:6]1)[CH:3]=[CH:2]2.[CH2:8]=[CH:9][C:10]1[CH:15]=[CH:14][CH:13]=[CH:12][CH:11]=1.[C:16]([O:20][CH3:21])(=[O:19])[CH:17]=[CH2:18].